Dataset: Full USPTO retrosynthesis dataset with 1.9M reactions from patents (1976-2016). Task: Predict the reactants needed to synthesize the given product. The reactants are: B(Cl)(Cl)Cl.[CH:5]1([C:8]2[CH:13]=[CH:12][C:11]([CH2:14][C:15]3[CH:20]=[CH:19][CH:18]=[CH:17][C:16]=3[O:21][C@H:22]3[C@H:27]([O:28]CC4C=CC=CC=4)[C@@H:26]([O:36]CC4C=CC=CC=4)[C@H:25]([O:44]CC4C=CC=CC=4)[C:24]([CH2:52][O:53]CC4C=CC=CC=4)=[CH:23]3)=[CH:10][CH:9]=2)[CH2:7][CH2:6]1.CC1C(C)=C(C)C(C)=C(C)C=1.CO. Given the product [CH:5]1([C:8]2[CH:9]=[CH:10][C:11]([CH2:14][C:15]3[CH:20]=[CH:19][CH:18]=[CH:17][C:16]=3[O:21][C@H:22]3[C@H:27]([OH:28])[C@@H:26]([OH:36])[C@H:25]([OH:44])[C:24]([CH2:52][OH:53])=[CH:23]3)=[CH:12][CH:13]=2)[CH2:7][CH2:6]1, predict the reactants needed to synthesize it.